This data is from Forward reaction prediction with 1.9M reactions from USPTO patents (1976-2016). The task is: Predict the product of the given reaction. (1) The product is: [ClH:53].[ClH:53].[CH3:1][N:2]1[C:10]2[CH:9]=[C:8]([N:11]3[CH:16]=[CH:15][C:14]([O:17][CH2:18][C:19]4[CH:24]=[CH:23][C:22]([C:25]([F:28])([F:26])[F:27])=[CH:21][N:20]=4)=[CH:13][C:12]3=[O:29])[CH:7]=[CH:6][C:5]=2[C:4]2[CH2:30][NH:31][CH2:32][CH2:33][C:3]1=2. Given the reactants [CH3:1][N:2]1[C:10]2[CH:9]=[C:8]([N:11]3[CH:16]=[CH:15][C:14]([O:17][CH2:18][C:19]4[CH:24]=[CH:23][C:22]([C:25]([F:28])([F:27])[F:26])=[CH:21][N:20]=4)=[CH:13][C:12]3=[O:29])[CH:7]=[CH:6][C:5]=2[C:4]2[CH2:30][N:31](C(OC(C)(C)C)=O)[CH2:32][CH2:33][C:3]1=2.C1(N)C(F)=C(F)C(F)=C(N)C=1F.[ClH:53].Cl, predict the reaction product. (2) Given the reactants Cl[C:2]1[C:21]([C:22]2[CH:23]=[N:24][CH:25]=[N:26][CH:27]=2)=[CH:20][C:5]([C:6]([NH:8][C:9]2[CH:14]=[CH:13][C:12]([O:15][C:16]([F:19])([F:18])[F:17])=[CH:11][CH:10]=2)=[O:7])=[CH:4][N:3]=1.CC([N:32](C([O-])=O)[CH:33]1[CH2:37][N:36](C(F)(F)F)[CH2:35][CH2:34]1)(C)C.CCN(C(C)C)C(C)C.C(O)([C:56]([F:59])([F:58])[F:57])=O, predict the reaction product. The product is: [NH2:32][C@:33]1([C:56]([F:59])([F:58])[F:57])[CH2:34][CH2:35][N:36]([C:2]2[C:21]([C:22]3[CH:23]=[N:24][CH:25]=[N:26][CH:27]=3)=[CH:20][C:5]([C:6]([NH:8][C:9]3[CH:14]=[CH:13][C:12]([O:15][C:16]([F:19])([F:18])[F:17])=[CH:11][CH:10]=3)=[O:7])=[CH:4][N:3]=2)[CH2:37]1. (3) Given the reactants Cl[C:2]1[N:3]=[C:4]([N:12]2[CH2:16][CH2:15][C@H:14]([NH:17][C:18](=[O:20])[CH3:19])[CH2:13]2)[C:5]2[N:11]=[CH:10][CH:9]=[CH:8][C:6]=2[N:7]=1.[NH2:21][C:22]1[CH:23]=[C:24]([CH:27]=[C:28]([NH2:30])[CH:29]=1)[C:25]#[N:26], predict the reaction product. The product is: [NH2:21][C:22]1[CH:29]=[C:28]([NH:30][C:2]2[N:3]=[C:4]([N:12]3[CH2:16][CH2:15][C@H:14]([NH:17][C:18](=[O:20])[CH3:19])[CH2:13]3)[C:5]3[N:11]=[CH:10][CH:9]=[CH:8][C:6]=3[N:7]=2)[CH:27]=[C:24]([C:25]#[N:26])[CH:23]=1. (4) Given the reactants [C:1]([O:4][C@@H:5]1[C@@H:12]([O:13][C:14](=[O:16])[CH3:15])[C@H:11]([O:17][C:18](=[O:20])[CH3:19])[C@@H:10]([CH2:21][N:22]=[N+:23]=[N-:24])[O:9][C@@H:6]1OC)(=[O:3])[CH3:2].S(=O)(=O)(O)O.[C:30]([OH:33])(=[O:32])[CH3:31], predict the reaction product. The product is: [C:30]([O:33][C@H:6]1[O:9][C@H:10]([CH2:21][N:22]=[N+:23]=[N-:24])[C@@H:11]([O:17][C:18](=[O:20])[CH3:19])[C@H:12]([O:13][C:14](=[O:16])[CH3:15])[C@H:5]1[O:4][C:1](=[O:3])[CH3:2])(=[O:32])[CH3:31]. (5) Given the reactants Br[C:2]1[CH:3]=[C:4]([NH:10][C:11]2[S:12][C:13]3[CH2:14][N:15]([CH3:20])[CH2:16][CH2:17][C:18]=3[N:19]=2)[C:5](=[O:9])[N:6]([CH3:8])[CH:7]=1.[B:21]1([B:21]2[O:25][C:24]([CH3:27])([CH3:26])[C:23]([CH3:29])([CH3:28])[O:22]2)[O:25][C:24]([CH3:27])([CH3:26])[C:23]([CH3:29])([CH3:28])[O:22]1.CC(C1C=C(C(C)C)C(C2C=CC=CC=2P(C2CCCCC2)C2CCCCC2)=C(C(C)C)C=1)C.C([O-])(=O)C.[K+], predict the reaction product. The product is: [CH3:8][N:6]1[CH:7]=[C:2]([B:21]2[O:25][C:24]([CH3:27])([CH3:26])[C:23]([CH3:29])([CH3:28])[O:22]2)[CH:3]=[C:4]([NH:10][C:11]2[S:12][C:13]3[CH2:14][N:15]([CH3:20])[CH2:16][CH2:17][C:18]=3[N:19]=2)[C:5]1=[O:9]. (6) Given the reactants ClC1C=CC2N(C(CC3C(F)=C4C(=CC=3F)N(C)N=C4)=CN=2)N=1.C([Sn](CCCC)(CCCC)C(OCC)=C)CCC.[F:42][C:43]1[C:51]([CH:52]([C:54]2[N:58]3[N:59]=[C:60]([C:63](=[O:65])[CH3:64])[CH:61]=[CH:62][C:57]3=[N:56][CH:55]=2)C)=[C:50]([F:66])[CH:49]=[C:48]2[C:44]=1[CH:45]=[N:46][N:47]2[CH3:67], predict the reaction product. The product is: [F:42][C:43]1[C:51]([CH2:52][C:54]2[N:58]3[N:59]=[C:60]([C:63](=[O:65])[CH3:64])[CH:61]=[CH:62][C:57]3=[N:56][CH:55]=2)=[C:50]([F:66])[CH:49]=[C:48]2[C:44]=1[CH:45]=[N:46][N:47]2[CH3:67]. (7) The product is: [CH3:12][N:7]1[CH2:8][CH2:9][CH2:10][CH2:11][CH:6]1[C:4]([OH:5])=[O:3]. Given the reactants C([O:3][C:4]([CH:6]1[CH2:11][CH2:10][CH2:9][CH2:8][N:7]1[CH3:12])=[O:5])C.[OH-].[Na+].Cl, predict the reaction product. (8) Given the reactants [C:1]1([S:7]([C:10]2[CH:27]=[CH:26][C:13]3[N:14]([C:18](=O)[CH2:19][N:20]4[CH:24]=[CH:23][N:22]=[CH:21]4)[CH2:15][CH2:16][O:17][C:12]=3[CH:11]=2)(=[O:9])=[O:8])[CH:6]=[CH:5][CH:4]=[CH:3][CH:2]=1, predict the reaction product. The product is: [C:1]1([S:7]([C:10]2[CH:27]=[CH:26][C:13]3[N:14]([CH2:18][CH2:19][N:20]4[CH:24]=[CH:23][NH:22][CH2:21]4)[CH2:15][CH2:16][O:17][C:12]=3[CH:11]=2)(=[O:9])=[O:8])[CH:2]=[CH:3][CH:4]=[CH:5][CH:6]=1. (9) Given the reactants [NH:1]1[C:9]2[C:4](=[CH:5][C:6]([NH:10][C:11]([C:13]3[C:14]([C:19]4[CH:24]=[CH:23][C:22]([C:25]([F:28])([F:27])[F:26])=[CH:21][CH:20]=4)=[CH:15][CH:16]=[CH:17][CH:18]=3)=[O:12])=[CH:7][CH:8]=2)[CH2:3][CH2:2]1.[CH:29]([C:31]1[CH:36]=[CH:35][CH:34]=[CH:33][N:32]=1)=[CH2:30].C(O)(=O)C.C(=O)([O-])[O-].[K+].[K+], predict the reaction product. The product is: [N:32]1[CH:33]=[CH:34][CH:35]=[CH:36][C:31]=1[CH2:29][CH2:30][N:1]1[C:9]2[C:4](=[CH:5][C:6]([NH:10][C:11]([C:13]3[C:14]([C:19]4[CH:20]=[CH:21][C:22]([C:25]([F:26])([F:27])[F:28])=[CH:23][CH:24]=4)=[CH:15][CH:16]=[CH:17][CH:18]=3)=[O:12])=[CH:7][CH:8]=2)[CH2:3][CH2:2]1. (10) Given the reactants [Br:1][C:2]1[CH:7]=[CH:6][C:5]([C:8]2[C:12]3[CH:13]=[CH:14][C:15]([O:17][CH2:18][C:19](=O)[CH3:20])=[CH:16][C:11]=3[S:10][N:9]=2)=[CH:4][CH:3]=1.[CH3:22][NH:23][CH3:24].[BH3-]C#N.[Na+].C([O-])(O)=O.[Na+], predict the reaction product. The product is: [Br:1][C:2]1[CH:7]=[CH:6][C:5]([C:8]2[C:12]3[CH:13]=[CH:14][C:15]([O:17][CH2:18][CH:19]([N:23]([CH3:24])[CH3:22])[CH3:20])=[CH:16][C:11]=3[S:10][N:9]=2)=[CH:4][CH:3]=1.